This data is from Full USPTO retrosynthesis dataset with 1.9M reactions from patents (1976-2016). The task is: Predict the reactants needed to synthesize the given product. (1) Given the product [Cl:13][C:2]1[C:7]([C:8]#[N:9])=[C:6]([O:10][CH3:11])[N:5]=[C:4]([CH3:12])[CH:3]=1, predict the reactants needed to synthesize it. The reactants are: O[C:2]1[C:7]([C:8]#[N:9])=[C:6]([O:10][CH3:11])[N:5]=[C:4]([CH3:12])[CH:3]=1.[Cl:13]P(Cl)(Cl)(Cl)Cl.P(Cl)(Cl)(Cl)=O.CN(C)C=O. (2) Given the product [C:16]1([NH:15][C:12]([CH:10]2[CH2:9][N:8]([C:1]([O:3][C:4]([CH3:5])([CH3:6])[CH3:7])=[O:2])[CH2:11]2)=[O:14])[CH:21]=[CH:20][CH:19]=[CH:18][CH:17]=1, predict the reactants needed to synthesize it. The reactants are: [C:1]([N:8]1[CH2:11][CH:10]([C:12]([OH:14])=O)[CH2:9]1)([O:3][C:4]([CH3:7])([CH3:6])[CH3:5])=[O:2].[NH2:15][C:16]1[CH:21]=[CH:20][CH:19]=[CH:18][CH:17]=1.C1CCC(N=C=NC2CCCCC2)CC1. (3) Given the product [C:1]([O:5][C:6](=[O:38])[NH:7][C@@:8]([C:12]1[CH:21]=[CH:20][C:19]2[C:14](=[CH:15][CH:16]=[C:17]([O:26][CH:27]3[CH2:28][CH2:29][CH:30]([CH:33]4[CH2:34][CH2:35][CH2:36][CH2:37]4)[CH2:31][CH2:32]3)[C:18]=2[C:22]([F:24])([F:25])[F:23])[CH:13]=1)([CH3:11])[CH2:9][O:10][P:52]([O:53][C:54]([CH3:55])([CH3:56])[CH3:57])([O:58][C:59]([CH3:60])([CH3:61])[CH3:62])=[O:44])([CH3:2])([CH3:3])[CH3:4], predict the reactants needed to synthesize it. The reactants are: [C:1]([O:5][C:6](=[O:38])[NH:7][C@@:8]([C:12]1[CH:21]=[CH:20][C:19]2[C:14](=[CH:15][CH:16]=[C:17]([O:26][CH:27]3[CH2:32][CH2:31][CH:30]([CH:33]4[CH2:37][CH2:36][CH2:35][CH2:34]4)[CH2:29][CH2:28]3)[C:18]=2[C:22]([F:25])([F:24])[F:23])[CH:13]=1)([CH3:11])[CH2:9][OH:10])([CH3:4])([CH3:3])[CH3:2].N1C=NN=N1.[O:44]1CCCC1.C(N(CC)[P:52]([O:58][C:59]([CH3:62])([CH3:61])[CH3:60])[O:53][C:54]([CH3:57])([CH3:56])[CH3:55])C. (4) Given the product [NH2:4][C:5]1[CH:10]=[CH:9][C:8]([C:11]2[C:12]3[NH:16][C:15]([C:17]([C:47]4[CH:48]=[N:49][CH:50]=[CH:51][CH:52]=4)=[C:18]4[N:46]=[C:21]([C:22]([C:40]5[CH:41]=[N:42][CH:43]=[CH:44][CH:45]=5)=[C:23]5[NH:39][C:26](=[C:27]([C:33]6[CH:34]=[N:35][CH:36]=[CH:37][CH:38]=6)[C:28]6[CH:29]=[CH:30][C:31]=2[N:32]=6)[CH:25]=[CH:24]5)[CH:20]=[CH:19]4)=[CH:14][CH:13]=3)=[CH:7][CH:6]=1, predict the reactants needed to synthesize it. The reactants are: C([NH:4][C:5]1[CH:10]=[CH:9][C:8]([C:11]2[C:12]3[NH:16][C:15]([C:17]([C:47]4[CH:48]=[N:49][CH:50]=[CH:51][CH:52]=4)=[C:18]4[N:46]=[C:21]([C:22]([C:40]5[CH:41]=[N:42][CH:43]=[CH:44][CH:45]=5)=[C:23]5[NH:39][C:26](=[C:27]([C:33]6[CH:34]=[N:35][CH:36]=[CH:37][CH:38]=6)[C:28]6[CH:29]=[CH:30][C:31]=2[N:32]=6)[CH:25]=[CH:24]5)[CH:20]=[CH:19]4)=[CH:14][CH:13]=3)=[CH:7][CH:6]=1)(=O)C. (5) Given the product [O:20]1[CH:21]=[CH:22][CH:23]=[C:19]1[C:4]1[C:5]([N+:16]([O-:18])=[O:17])=[C:6]([S:25][CH3:24])[N:7]=[C:2]([NH2:1])[N:3]=1, predict the reactants needed to synthesize it. The reactants are: [NH2:1][C:2]1[N:7]=[C:6](OS(C(F)(F)F)(=O)=O)[C:5]([N+:16]([O-:18])=[O:17])=[C:4]([C:19]2[O:20][CH:21]=[CH:22][CH:23]=2)[N:3]=1.[CH3:24][S-:25].[Na+].